The task is: Binary Classification. Given a drug SMILES string, predict its activity (active/inactive) in a high-throughput screening assay against a specified biological target.. This data is from HIV replication inhibition screening data with 41,000+ compounds from the AIDS Antiviral Screen. The compound is Br.CC(C=Cc1ncccc1OCCCCCC(=O)O)=NNC1=NCCN1. The result is 0 (inactive).